From a dataset of Catalyst prediction with 721,799 reactions and 888 catalyst types from USPTO. Predict which catalyst facilitates the given reaction. (1) Product: [CH3:44][C@@H:42]1[CH2:41][NH:40][C@H:39]([C:37]2[NH:38][C:34]3[CH:33]=[CH:32][C:31]([C:28]4[CH:27]=[CH:26][C:25]([C:22]5[CH:21]=[CH:20][C:19]([C:17]6[N:18]=[C:14]([C@@H:9]7[CH2:10][C@H:11]([CH3:13])[CH2:12][NH:8]7)[NH:15][CH:16]=6)=[CH:24][CH:23]=5)=[CH:30][CH:29]=4)=[CH:52][C:35]=3[N:36]=2)[CH2:43]1. The catalyst class is: 2. Reactant: C(OC([N:8]1[CH2:12][C@@H:11]([CH3:13])[CH2:10][C@H:9]1[C:14]1[NH:15][CH:16]=[C:17]([C:19]2[CH:24]=[CH:23][C:22]([C:25]3[CH:30]=[CH:29][C:28]([C:31]4[CH:32]=[CH:33][C:34]5[NH:38][C:37]([C@@H:39]6[CH2:43][C@H:42]([CH3:44])[CH2:41][N:40]6C(OC(C)(C)C)=O)=[N:36][C:35]=5[CH:52]=4)=[CH:27][CH:26]=3)=[CH:21][CH:20]=2)[N:18]=1)=O)(C)(C)C.Cl. (2) Reactant: [Mg].[C:2]([C:6]1[CH:7]=[C:8](Br)[CH:9]=[CH:10][CH:11]=1)([CH3:5])([CH3:4])[CH3:3].II.[B:15](OC)([O:18]C)[O:16]C. Product: [C:2]([C:6]1[CH:7]=[C:8]([B:15]([OH:18])[OH:16])[CH:9]=[CH:10][CH:11]=1)([CH3:5])([CH3:4])[CH3:3]. The catalyst class is: 1. (3) Reactant: [NH2:1][C:2]1[CH:7]=[CH:6][CH:5]=[CH:4][C:3]=1[SH:8].[Br:9][C:10]1[CH:11]=[C:12]([CH:15]=[CH:16][CH:17]=1)[CH:13]=O.C[Si](Cl)(C)C.O. Product: [Br:9][C:10]1[CH:11]=[C:12]([C:13]2[S:8][C:3]3[CH:4]=[CH:5][CH:6]=[CH:7][C:2]=3[N:1]=2)[CH:15]=[CH:16][CH:17]=1. The catalyst class is: 3. (4) Reactant: [NH2:1][CH2:2][CH2:3][N:4]1[CH2:9][CH2:8][O:7][CH2:6][CH2:5]1.[Li]CCCC.CCCCCC.F[C:22]1[CH:27]=[CH:26][C:25]([S:28]([NH:31][C:32]2[CH:37]=[CH:36][C:35]([Cl:38])=[CH:34][CH:33]=2)(=[O:30])=[O:29])=[CH:24][CH:23]=1. Product: [Cl:38][C:35]1[CH:34]=[CH:33][C:32]([NH:31][S:28]([C:25]2[CH:26]=[CH:27][C:22]([NH:1][CH2:2][CH2:3][N:4]3[CH2:9][CH2:8][O:7][CH2:6][CH2:5]3)=[CH:23][CH:24]=2)(=[O:30])=[O:29])=[CH:37][CH:36]=1. The catalyst class is: 1. (5) Reactant: [C:1]([O:4][CH2:5][C:6]1[C:7]([N:37]2[CH2:49][CH2:48][N:40]3[C:41]4[CH2:42][CH2:43][CH2:44][CH2:45][C:46]=4[CH:47]=[C:39]3[C:38]2=[O:50])=[N:8][CH:9]=[CH:10][C:11]=1[C:12]1[CH:13]=[C:14]([NH:20][C:21]2[CH:36]=[C:24]3[CH2:25][N:26](C(OC(C)(C)C)=O)[CH2:27][CH2:28][N:23]3[N:22]=2)[C:15](=[O:19])[N:16]([CH3:18])[CH:17]=1)(=[O:3])[CH3:2].O1CCOCC1. Product: [C:1]([O:4][CH2:5][C:6]1[C:7]([N:37]2[CH2:49][CH2:48][N:40]3[C:41]4[CH2:42][CH2:43][CH2:44][CH2:45][C:46]=4[CH:47]=[C:39]3[C:38]2=[O:50])=[N:8][CH:9]=[CH:10][C:11]=1[C:12]1[CH:13]=[C:14]([NH:20][C:21]2[CH:36]=[C:24]3[CH2:25][NH:26][CH2:27][CH2:28][N:23]3[N:22]=2)[C:15](=[O:19])[N:16]([CH3:18])[CH:17]=1)(=[O:3])[CH3:2]. The catalyst class is: 4. (6) Reactant: [CH2:1]([N:12]([CH2:17][C:18]([OH:20])=[O:19])[CH2:13][C:14]([OH:16])=[O:15])[CH2:2][N:3]([CH2:8][C:9]([OH:11])=[O:10])[CH2:4][C:5]([OH:7])=[O:6].O.N.[O-2].[Eu+3:24].[O-2].[O-2].[Eu+3]. Product: [Eu:24].[CH2:2]([N:3]([CH2:8][C:9]([OH:11])=[O:10])[CH2:4][C:5]([OH:7])=[O:6])[CH2:1][N:12]([CH2:17][C:18]([OH:20])=[O:19])[CH2:13][C:14]([OH:16])=[O:15]. The catalyst class is: 6. (7) Reactant: [CH3:1][O:2][C:3](=[O:23])[C:4]1[CH:9]=[CH:8][C:7]([C:10](=[O:22])[CH2:11][C:12]([O:14][CH2:15][C:16]2[CH:21]=[CH:20][CH:19]=[CH:18][CH:17]=2)=[O:13])=[CH:6][CH:5]=1.O.C(Cl)[Cl:26]. Product: [CH3:1][O:2][C:3](=[O:23])[C:4]1[CH:5]=[CH:6][C:7]([C:10](=[O:22])[CH:11]([C:12]([O:14][CH2:15][C:16]2[CH:21]=[CH:20][CH:19]=[CH:18][CH:17]=2)=[O:13])[Cl:26])=[CH:8][CH:9]=1. The catalyst class is: 11.